This data is from Catalyst prediction with 721,799 reactions and 888 catalyst types from USPTO. The task is: Predict which catalyst facilitates the given reaction. (1) Reactant: Cl[C:2]1[C:11]2=[N:12][N:13](CC3C=CC(OC)=CC=3)[CH:14]=[C:10]2[C:9]2[CH:8]=[CH:7][C:6]([F:24])=[CH:5][C:4]=2[N:3]=1.[CH3:25][O:26][C:27]1[CH:28]=[C:29]([CH:31]=[CH:32][C:33]=1[O:34][CH3:35])[NH2:30].Cl. Product: [CH3:25][O:26][C:27]1[CH:28]=[C:29]([NH:30][C:2]2[C:11]3[NH:12][N:13]=[CH:14][C:10]=3[C:9]3[CH:8]=[CH:7][C:6]([F:24])=[CH:5][C:4]=3[N:3]=2)[CH:31]=[CH:32][C:33]=1[O:34][CH3:35]. The catalyst class is: 71. (2) Reactant: [F:1][C:2]1[CH:3]=[C:4]([CH2:9][C:10]([NH:12][C@H:13]([C:15]([OH:17])=O)[CH3:14])=[O:11])[CH:5]=[C:6]([F:8])[CH:7]=1.Cl.Cl.[CH3:20][O:21][C:22](=[O:31])[C@H:23]([CH2:25][C:26]1[N:30]=[CH:29][NH:28][CH:27]=1)[NH2:24]. The catalyst class is: 100. Product: [CH3:20][O:21][C:22](=[O:31])[C@H:23]([CH2:25][C:26]1[N:30]=[CH:29][NH:28][CH:27]=1)[NH:24][C:15](=[O:17])[C@H:13]([CH3:14])[NH:12][C:10](=[O:11])[CH2:9][C:4]1[CH:5]=[C:6]([F:8])[CH:7]=[C:2]([F:1])[CH:3]=1. (3) Reactant: [CH3:1][O:2][C:3](=[O:16])[C:4]1[CH:13]=[C:12]([O:14][CH3:15])[CH:11]=[C:6]([C:7]([O:9]C)=[O:8])[CH:5]=1.[OH-].[Na+]. Product: [CH3:1][O:2][C:3](=[O:16])[C:4]1[CH:13]=[C:12]([O:14][CH3:15])[CH:11]=[C:6]([C:7]([OH:9])=[O:8])[CH:5]=1. The catalyst class is: 5. (4) Reactant: [CH3:1][C:2]([S:5]([N:7]=[CH:8][C:9]1[CH:14]=[CH:13][C:12]([C:15]([F:18])([F:17])[F:16])=[CH:11][CH:10]=1)=[O:6])([CH3:4])[CH3:3].F[C:20](F)(F)[C:21]1C=CC(C=O)=C[CH:22]=1.C([Mg]Br)C=C. Product: [CH3:4][C:2]([S:5]([NH:7][CH:8]([C:9]1[CH:14]=[CH:13][C:12]([C:15]([F:16])([F:17])[F:18])=[CH:11][CH:10]=1)[CH2:22][CH:21]=[CH2:20])=[O:6])([CH3:1])[CH3:3]. The catalyst class is: 2. (5) Reactant: [NH:1]1[CH2:5][CH2:4][CH2:3][C@H:2]1[CH2:6][OH:7].[CH:8]([N:11]1[C:15]([C:16](O)=[O:17])=[CH:14][CH:13]=[N:12]1)([CH3:10])[CH3:9].CN(C(ON1N=NC2C=CC=NC1=2)=[N+](C)C)C.F[P-](F)(F)(F)(F)F. Product: [OH:7][CH2:6][C@@H:2]1[CH2:3][CH2:4][CH2:5][N:1]1[C:16]([C:15]1[N:11]([CH:8]([CH3:10])[CH3:9])[N:12]=[CH:13][CH:14]=1)=[O:17]. The catalyst class is: 18.